Task: Predict the reactants needed to synthesize the given product.. Dataset: Full USPTO retrosynthesis dataset with 1.9M reactions from patents (1976-2016) Given the product [CH3:14][N:15]1[CH2:18][C:3](=[O:9])[N:4]([CH3:12])[CH:5]([CH3:6])[C:16]1=[O:17], predict the reactants needed to synthesize it. The reactants are: CC1N[C:6](=O)[CH2:5][NH:4][C:3]1=[O:9].[H-].[Na+].[CH3:12]I.[CH3:14][N:15]([CH3:18])[CH:16]=[O:17].